Dataset: Forward reaction prediction with 1.9M reactions from USPTO patents (1976-2016). Task: Predict the product of the given reaction. (1) Given the reactants C(O[C:4]([C:6]1[C:7]([OH:26])=[C:8]2[CH:16]=[CH:15][N:14]([CH2:17][C:18]3[CH:23]=[CH:22][C:21](OC)=[CH:20]C=3)[C:9]2=[C:10]([C:12]#[N:13])[N:11]=1)=[O:5])C.[NH2:27][CH2:28][C:29]([OH:31])=[O:30].[CH3:32][O-:33].[Na+].CO, predict the reaction product. The product is: [C:12]([C:10]1[N:11]=[C:6]([C:4]([NH:27][CH2:28][C:29]([OH:31])=[O:30])=[O:5])[C:7]([OH:26])=[C:8]2[CH:16]=[CH:15][N:14]([C:17]3[CH:18]=[CH:23][C:22]([O:33][CH3:32])=[CH:21][CH:20]=3)[C:9]=12)#[N:13]. (2) Given the reactants [F:1][C:2]([F:16])([F:15])[C:3]1[CH:14]=[CH:13][C:6]([CH2:7][CH:8]([C:11]#[N:12])[C:9]#[N:10])=[CH:5][CH:4]=1.C(=O)([O-])[O-].[Cs+].[Cs+].FC(F)(F)S(O[CH2:29][C:30]([F:33])([F:32])[F:31])(=O)=O, predict the reaction product. The product is: [F:31][C:30]([F:33])([F:32])[CH2:29][C:8]([CH2:7][C:6]1[CH:5]=[CH:4][C:3]([C:2]([F:15])([F:16])[F:1])=[CH:14][CH:13]=1)([C:11]#[N:12])[C:9]#[N:10].